Task: Predict the product of the given reaction.. Dataset: Forward reaction prediction with 1.9M reactions from USPTO patents (1976-2016) (1) Given the reactants N([O-])=O.[Na+].[F:5][C:6]([F:15])([F:14])[C:7]1[CH:8]=[C:9]([CH:11]=[CH:12][CH:13]=1)N.[C:16]([O:20][CH3:21])(=[O:19])[CH:17]=[CH2:18].[ClH:22], predict the reaction product. The product is: [Cl:22][CH:17]([CH2:18][C:9]1[CH:11]=[CH:12][CH:13]=[C:7]([C:6]([F:15])([F:14])[F:5])[CH:8]=1)[C:16]([O:20][CH3:21])=[O:19]. (2) The product is: [CH2:26]([O:28][C:29]([CH:31]1[CH:36]([CH2:35][OH:37])[CH:32]1[C:33](=[O:34])[NH:1][C:2]1[CH:7]=[CH:6][C:5]([N:8]2[CH:13]=[CH:12][CH:11]=[CH:10][C:9]2=[O:14])=[CH:4][C:3]=1[F:15])=[O:30])[CH3:27]. Given the reactants [NH2:1][C:2]1[CH:7]=[CH:6][C:5]([N:8]2[CH:13]=[CH:12][CH:11]=[CH:10][C:9]2=[O:14])=[CH:4][C:3]=1[F:15].C[Si]([N-][Si](C)(C)C)(C)C.[Li+].[CH2:26]([O:28][C:29]([CH:31]1[CH:36]2[CH:32]1[CH2:33][O:34][C:35]2=[O:37])=[O:30])[CH3:27].Cl, predict the reaction product. (3) Given the reactants [CH2:1]([O:8][CH2:9][CH2:10][CH2:11][C@H:12]([C:21]1[C:25](I)=[C:24]([C:27]2[CH:31]=[C:30]([CH2:32][C:33]([CH3:36])([CH3:35])[CH3:34])[O:29][N:28]=2)[O:23][N:22]=1)[CH2:13][C:14]([O:16][C:17]([CH3:20])([CH3:19])[CH3:18])=[O:15])[C:2]1[CH:7]=[CH:6][CH:5]=[CH:4][CH:3]=1.[CH:37]1(B2OC(C)(C)C(C)(C)O2)[CH2:39][CH2:38]1.P([O-])([O-])([O-])=O.[K+].[K+].[K+], predict the reaction product. The product is: [CH2:1]([O:8][CH2:9][CH2:10][CH2:11][C@H:12]([C:21]1[C:25]([CH:37]2[CH2:39][CH2:38]2)=[C:24]([C:27]2[CH:31]=[C:30]([CH2:32][C:33]([CH3:36])([CH3:35])[CH3:34])[O:29][N:28]=2)[O:23][N:22]=1)[CH2:13][C:14]([O:16][C:17]([CH3:20])([CH3:19])[CH3:18])=[O:15])[C:2]1[CH:7]=[CH:6][CH:5]=[CH:4][CH:3]=1. (4) Given the reactants [NH2:1][C:2]1[C:11]([F:12])=[C:10](F)[C:9]([O:14][CH:15]([CH3:17])[CH3:16])=[C:8]2[C:3]=1[C:4](=[O:24])[C:5]([C:21]([OH:23])=[O:22])=[CH:6][N:7]2[CH:18]1[CH2:20][CH2:19]1.[N:25]1[CH:30]=[CH:29][CH:28]=[CH:27][C:26]=1[NH:31][CH2:32][CH2:33][NH2:34].C(N(CC)CC)C.[NH4+].[Cl-], predict the reaction product. The product is: [NH2:1][C:2]1[C:11]([F:12])=[C:10]([NH:34][CH2:33][CH2:32][NH:31][C:26]2[CH:27]=[CH:28][CH:29]=[CH:30][N:25]=2)[C:9]([O:14][CH:15]([CH3:16])[CH3:17])=[C:8]2[C:3]=1[C:4](=[O:24])[C:5]([C:21]([OH:23])=[O:22])=[CH:6][N:7]2[CH:18]1[CH2:19][CH2:20]1. (5) Given the reactants [OH:1][CH2:2][CH:3]1[CH2:21][N:7]2[CH2:8][CH2:9][N:10]([C:12]3[CH:17]=[CH:16][C:15]([F:18])=[CH:14][C:13]=3[C:19]#[N:20])[CH2:11][CH:6]2[CH2:5][CH2:4]1.C1(P(C2C=CC=CC=2)C2C=CC=CC=2)C=CC=CC=1.[F:41][C:42]1[CH:47]=[CH:46][C:45](O)=[CH:44][CH:43]=1.N(C(OCC)=O)=NC(OCC)=O, predict the reaction product. The product is: [F:41][C:42]1[CH:47]=[CH:46][C:45]([O:1][CH2:2][CH:3]2[CH2:21][N:7]3[CH2:8][CH2:9][N:10]([C:12]4[CH:17]=[CH:16][C:15]([F:18])=[CH:14][C:13]=4[C:19]#[N:20])[CH2:11][CH:6]3[CH2:5][CH2:4]2)=[CH:44][CH:43]=1. (6) The product is: [Cl:1][C:2]1[CH:3]=[C:4]([NH:17][C:18]2[C:19]3[N:26]=[C:25]([C:27]4[CH:28]=[CH:29][C:30]([CH2:31][N:32]([CH3:41])[CH2:33][CH2:34][NH:35][C:36](=[O:38])[CH3:37])=[CH:39][CH:40]=4)[S:24][C:20]=3[N:21]=[CH:22][N:23]=2)[CH:5]=[CH:6][C:7]=1[O:8][CH2:9][C:10]1[CH:15]=[CH:14][CH:13]=[C:12]([F:16])[CH:11]=1. Given the reactants [Cl:1][C:2]1[CH:3]=[C:4]([NH:17][C:18]2[C:19]3[N:26]=[C:25]([C:27]4[CH:40]=[CH:39][C:30]([CH2:31][NH:32][CH2:33][CH2:34][NH:35][C:36](=[O:38])[CH3:37])=[CH:29][CH:28]=4)[S:24][C:20]=3[N:21]=[CH:22][N:23]=2)[CH:5]=[CH:6][C:7]=1[O:8][CH2:9][C:10]1[CH:15]=[CH:14][CH:13]=[C:12]([F:16])[CH:11]=1.[C:41](=O)([O-])[O-].[K+].[K+].IC.[Cl-].[NH4+], predict the reaction product.